This data is from Forward reaction prediction with 1.9M reactions from USPTO patents (1976-2016). The task is: Predict the product of the given reaction. (1) Given the reactants Br[C:2]1[C:3]([CH3:17])=[C:4]([O:14][CH2:15][CH3:16])[C:5]2[O:9][C:8]([CH3:11])([CH3:10])[CH2:7][C:6]=2[C:12]=1[CH3:13].[CH3:18][C:19]1[CH:24]=[CH:23][C:22]([N:25]2[CH2:30][CH2:29][NH:28][CH2:27][CH2:26]2)=[CH:21][CH:20]=1, predict the reaction product. The product is: [CH2:15]([O:14][C:4]1[C:5]2[O:9][C:8]([CH3:11])([CH3:10])[CH2:7][C:6]=2[C:12]([CH3:13])=[C:2]([N:28]2[CH2:29][CH2:30][N:25]([C:22]3[CH:23]=[CH:24][C:19]([CH3:18])=[CH:20][CH:21]=3)[CH2:26][CH2:27]2)[C:3]=1[CH3:17])[CH3:16]. (2) Given the reactants [NH:1]1[C:9]2[C:4](=[CH:5][CH:6]=[CH:7][CH:8]=2)[CH2:3][CH2:2]1.C[Al](C)C.[N:14]1([C:20]2[N:21]=[C:22]([CH2:33][C:34](OCC)=[O:35])[N:23]([C:27]3[CH:32]=[CH:31][CH:30]=[CH:29][CH:28]=3)[C:24](=[O:26])[CH:25]=2)[CH2:19][CH2:18][O:17][CH2:16][CH2:15]1, predict the reaction product. The product is: [N:1]1([C:34](=[O:35])[CH2:33][C:22]2[N:23]([C:27]3[CH:28]=[CH:29][CH:30]=[CH:31][CH:32]=3)[C:24](=[O:26])[CH:25]=[C:20]([N:14]3[CH2:15][CH2:16][O:17][CH2:18][CH2:19]3)[N:21]=2)[C:9]2[C:4](=[CH:5][CH:6]=[CH:7][CH:8]=2)[CH2:3][CH2:2]1. (3) Given the reactants CC(C)([O-])C.[K+].[F:7]/[C:8](/[C:24]1[CH:28]=[C:27]([CH3:29])[NH:26][N:25]=1)=[CH:9]\[C:10]1[CH:23]=[CH:22][C:13]([CH2:14][N:15]([CH:19]([CH3:21])[CH3:20])[CH:16]([CH3:18])[CH3:17])=[CH:12][CH:11]=1.Cl[CH2:31][C:32]1[CH:37]=[CH:36][N:35]=[C:34]([N:38]2[CH2:43][CH2:42][N:41]([CH:44]3[CH2:46][CH2:45]3)[CH2:40][CH2:39]2)[CH:33]=1, predict the reaction product. The product is: [CH:44]1([N:41]2[CH2:40][CH2:39][N:38]([C:34]3[CH:33]=[C:32]([CH2:31][N:26]4[C:27]([CH3:29])=[CH:28][C:24](/[C:8](/[F:7])=[CH:9]/[C:10]5[CH:23]=[CH:22][C:13]([CH2:14][N:15]([CH:19]([CH3:21])[CH3:20])[CH:16]([CH3:17])[CH3:18])=[CH:12][CH:11]=5)=[N:25]4)[CH:37]=[CH:36][N:35]=3)[CH2:43][CH2:42]2)[CH2:46][CH2:45]1. (4) The product is: [Cl:23][C:24]1[CH:32]=[CH:31][C:27]([CH2:28][O:29][NH:30][C:4](=[O:21])[C:5]2[CH:20]=[CH:19][CH:18]=[CH:17][C:6]=2[NH:7][CH2:8][C:9]2[CH:10]=[CH:11][C:12]([C:13]#[N:14])=[CH:15][CH:16]=2)=[CH:26][CH:25]=1. Given the reactants O=C1[N:7]([CH2:8][C:9]2[CH:16]=[CH:15][C:12]([C:13]#[N:14])=[CH:11][CH:10]=2)[C:6]2[CH:17]=[CH:18][CH:19]=[CH:20][C:5]=2[C:4](=[O:21])O1.Cl.[Cl:23][C:24]1[CH:32]=[CH:31][C:27]([CH2:28][O:29][NH2:30])=[CH:26][CH:25]=1.C(N(C(C)C)C(C)C)C.O, predict the reaction product.